Dataset: Forward reaction prediction with 1.9M reactions from USPTO patents (1976-2016). Task: Predict the product of the given reaction. (1) Given the reactants C([O:5][C:6](=[O:37])[CH2:7][O:8][C:9]1[C:14]2[CH2:15][CH2:16][CH2:17][CH2:18][CH:19]([NH:20][S:21]([C:24]3[CH:29]=[CH:28][C:27]([C:30]4[CH:35]=[CH:34][C:33]([OH:36])=[CH:32][CH:31]=4)=[CH:26][CH:25]=3)(=[O:23])=[O:22])[C:13]=2[CH:12]=[CH:11][CH:10]=1)(C)(C)C.[OH-].[Na+], predict the reaction product. The product is: [OH:36][C:33]1[CH:34]=[CH:35][C:30]([C:27]2[CH:28]=[CH:29][C:24]([S:21]([NH:20][CH:19]3[C:13]4[CH:12]=[CH:11][CH:10]=[C:9]([O:8][CH2:7][C:6]([OH:37])=[O:5])[C:14]=4[CH2:15][CH2:16][CH2:17][CH2:18]3)(=[O:22])=[O:23])=[CH:25][CH:26]=2)=[CH:31][CH:32]=1. (2) Given the reactants [CH2:1]([O:8][C:9]1[CH:10]=[C:11]([CH:14]=[CH:15][CH:16]=1)[CH:12]=[O:13])[C:2]1[CH:7]=[CH:6][CH:5]=[CH:4][CH:3]=1.[Cl-].[Ca+2].[Cl-].[BH4-].[Na+], predict the reaction product. The product is: [CH2:1]([O:8][C:9]1[CH:10]=[C:11]([CH2:12][OH:13])[CH:14]=[CH:15][CH:16]=1)[C:2]1[CH:3]=[CH:4][CH:5]=[CH:6][CH:7]=1. (3) Given the reactants FC(F)(F)S([O:6][Si:7]([CH:14]([CH3:16])[CH3:15])([CH:11]([CH3:13])[CH3:12])[CH:8]([CH3:10])[CH3:9])(=O)=O.[F:19][C:20]1[CH:21]=[CH:22][C:23]2[N:24]([C:26]([N:29]3[CH2:33][CH2:32][CH2:31][C@H:30]3[CH2:34]O)=[N:27][N:28]=2)[CH:25]=1.CCN(CC)CC.N, predict the reaction product. The product is: [F:19][C:20]1[CH:21]=[CH:22][C:23]2[N:24]([C:26]([N:29]3[CH2:33][CH2:32][CH2:31][C@H:30]3[CH2:34][O:6][Si:7]([CH:8]([CH3:9])[CH3:10])([CH:11]([CH3:12])[CH3:13])[CH:14]([CH3:15])[CH3:16])=[N:27][N:28]=2)[CH:25]=1. (4) Given the reactants [H-].[Na+].[CH3:3][C@H:4]1[NH:9][CH2:8][CH2:7][N:6]([C@H:10]([C:13]2[CH:18]=[CH:17][CH:16]=[CH:15][CH:14]=2)[CH2:11][OH:12])[CH2:5]1.I[CH3:20].N, predict the reaction product. The product is: [CH3:20][O:12][CH2:11][C@H:10]([N:6]1[CH2:7][CH2:8][NH:9][C@H:4]([CH3:3])[CH2:5]1)[C:13]1[CH:18]=[CH:17][CH:16]=[CH:15][CH:14]=1. (5) Given the reactants [F:1][C:2]1[CH:7]=[CH:6][C:5]([N:8]2[C:12]([C:13]3[CH:23]=[CH:22][C:16]4[O:17][CH2:18][C:19](=[O:21])[NH:20][C:15]=4[CH:14]=3)=[CH:11][C:10]([NH:24]C(=O)OCC3C=CC=CC=3)=[N:9]2)=[CH:4][CH:3]=1, predict the reaction product. The product is: [NH2:24][C:10]1[CH:11]=[C:12]([C:13]2[CH:23]=[CH:22][C:16]3[O:17][CH2:18][C:19](=[O:21])[NH:20][C:15]=3[CH:14]=2)[N:8]([C:5]2[CH:6]=[CH:7][C:2]([F:1])=[CH:3][CH:4]=2)[N:9]=1. (6) Given the reactants [CH3:1][N:2]1[C:6]([NH2:7])=[CH:5][C:4]([C:8]2[CH:13]=[CH:12][N:11]=[CH:10][CH:9]=2)=[N:3]1.[CH3:14][C:15]([O:18][C:19]([NH:21][C@H:22]([C:31](O)=[O:32])[CH2:23][C:24]1[CH:29]=[CH:28][C:27]([F:30])=[CH:26][CH:25]=1)=[O:20])([CH3:17])[CH3:16].C(Cl)CCl, predict the reaction product. The product is: [F:30][C:27]1[CH:28]=[CH:29][C:24]([CH2:23][C@H:22]([NH:21][C:19](=[O:20])[O:18][C:15]([CH3:16])([CH3:14])[CH3:17])[C:31]([NH:7][C:6]2[N:2]([CH3:1])[N:3]=[C:4]([C:8]3[CH:13]=[CH:12][N:11]=[CH:10][CH:9]=3)[CH:5]=2)=[O:32])=[CH:25][CH:26]=1. (7) Given the reactants [CH:1]1([C:4]2[NH:8][N:7]=[C:6]([C:9]3[CH:14]=[CH:13][CH:12]=[CH:11][CH:10]=3)[CH:5]=2)[CH2:3][CH2:2]1.[I-:15].[Na+].II.C(=O)([O-])[O-].[K+].[K+], predict the reaction product. The product is: [CH:1]1([C:4]2[NH:8][N:7]=[C:6]([C:9]3[CH:14]=[CH:13][CH:12]=[CH:11][CH:10]=3)[C:5]=2[I:15])[CH2:3][CH2:2]1. (8) Given the reactants C[O:2][C:3]([C:5]1[CH:10]=[CH:9][C:8]([C:11]2[CH:16]=[CH:15][C:14]([F:17])=[C:13]([F:18])[CH:12]=2)=[CH:7][CH:6]=1)=[O:4].[OH-].[Na+], predict the reaction product. The product is: [F:18][C:13]1[CH:12]=[C:11]([C:8]2[CH:9]=[CH:10][C:5]([C:3]([OH:4])=[O:2])=[CH:6][CH:7]=2)[CH:16]=[CH:15][C:14]=1[F:17]. (9) Given the reactants Cl[C:2]1[CH:11]=[CH:10][C:5]([C:6]([O:8][CH3:9])=[O:7])=[CH:4][C:3]=1[N+:12]([O-:14])=[O:13].[C:15]([O:19][C:20](=[O:25])[NH:21][CH2:22][CH2:23][NH2:24])([CH3:18])([CH3:17])[CH3:16], predict the reaction product. The product is: [CH3:9][O:8][C:6](=[O:7])[C:5]1[CH:10]=[CH:11][C:2]([NH:24][CH2:23][CH2:22][NH:21][C:20]([O:19][C:15]([CH3:18])([CH3:17])[CH3:16])=[O:25])=[C:3]([N+:12]([O-:14])=[O:13])[CH:4]=1.